From a dataset of Forward reaction prediction with 1.9M reactions from USPTO patents (1976-2016). Predict the product of the given reaction. (1) Given the reactants FC(F)(F)C1C=C(NC(=O)NC2C=CC(C3SC(CCC(OC)=O)=NC=3)=CC=2)C=CC=1.[F:32][C:33]([F:56])([F:55])[S:34]([N:37]1[CH2:42][CH2:41][CH:40]([C:43]2[S:44][C:45]([C:48]3[CH:54]=[CH:53][C:51]([NH2:52])=[CH:50][CH:49]=3)=[CH:46][N:47]=2)[CH2:39][CH2:38]1)(=[O:36])=[O:35].[F:57][C:58]1[CH:63]=[CH:62][CH:61]=[CH:60][C:59]=1[N:64]=[C:65]=[O:66], predict the reaction product. The product is: [F:57][C:58]1[CH:63]=[CH:62][CH:61]=[CH:60][C:59]=1[NH:64][C:65]([NH:52][C:51]1[CH:53]=[CH:54][C:48]([C:45]2[S:44][C:43]([CH:40]3[CH2:41][CH2:42][N:37]([S:34]([C:33]([F:32])([F:55])[F:56])(=[O:35])=[O:36])[CH2:38][CH2:39]3)=[N:47][CH:46]=2)=[CH:49][CH:50]=1)=[O:66]. (2) The product is: [S:1]1[CH:5]=[CH:4][CH:3]=[C:2]1[C:6]([O:8][CH2:9][C:10]([OH:12])=[O:11])=[O:7]. Given the reactants [S:1]1[CH:5]=[CH:4][CH:3]=[C:2]1[C:6]([O:8][CH2:9][C:10]([O:12]C(C)(C)C)=[O:11])=[O:7].C(O)(C(F)(F)F)=O, predict the reaction product.